Dataset: Full USPTO retrosynthesis dataset with 1.9M reactions from patents (1976-2016). Task: Predict the reactants needed to synthesize the given product. (1) Given the product [C:12]([N:1]1[CH2:5][CH2:4][CH2:3][CH2:2]1)(=[O:22])/[CH:13]=[CH:14]/[CH2:15][CH2:16][CH2:17][CH2:18][CH2:19][CH2:20][CH3:21], predict the reactants needed to synthesize it. The reactants are: [NH:1]1[CH2:5][CH2:4][CH2:3][CH2:2]1.N1C=CC=CC=1.[C:12](Cl)(=[O:22])/[CH:13]=[CH:14]/[CH2:15][CH2:16][CH2:17][CH2:18][CH2:19][CH2:20][CH3:21].C(O)(=O)/C=C/CCCCCCC.S(Cl)(Cl)=O. (2) Given the product [F:5][C:6]1[CH:11]=[C:10]([C:14](=[O:20])[CH2:15][CH2:16][CH2:17][CH2:18][CH3:19])[CH:9]=[CH:8][C:7]=1[O:12][CH3:13], predict the reactants needed to synthesize it. The reactants are: [Cl-].[Al+3].[Cl-].[Cl-].[F:5][C:6]1[CH:11]=[CH:10][CH:9]=[CH:8][C:7]=1[O:12][CH3:13].[C:14](Cl)(=[O:20])[CH2:15][CH2:16][CH2:17][CH2:18][CH3:19].Cl. (3) Given the product [S:18]1[C:22]2[CH:23]=[CH:24][CH:25]=[CH:26][C:21]=2[CH:20]=[C:19]1/[CH:27]=[C:28](\[OH:32])/[C:29]([OH:31])=[O:30], predict the reactants needed to synthesize it. The reactants are: S1C2C=CC=CC=2C=C1/C=C1\N=C(C)OC\1=O.[S:18]1[C:22]2[CH:23]=[CH:24][CH:25]=[CH:26][C:21]=2[CH:20]=[C:19]1[CH2:27][C:28](=[O:32])[C:29]([OH:31])=[O:30].